This data is from NCI-60 drug combinations with 297,098 pairs across 59 cell lines. The task is: Regression. Given two drug SMILES strings and cell line genomic features, predict the synergy score measuring deviation from expected non-interaction effect. (1) Synergy scores: CSS=40.2, Synergy_ZIP=-3.10, Synergy_Bliss=-3.94, Synergy_Loewe=-0.0394, Synergy_HSA=0.930. Cell line: A549. Drug 2: CC1=C(C(=O)C2=C(C1=O)N3CC4C(C3(C2COC(=O)N)OC)N4)N. Drug 1: CCC1=CC2CC(C3=C(CN(C2)C1)C4=CC=CC=C4N3)(C5=C(C=C6C(=C5)C78CCN9C7C(C=CC9)(C(C(C8N6C)(C(=O)OC)O)OC(=O)C)CC)OC)C(=O)OC.C(C(C(=O)O)O)(C(=O)O)O. (2) Cell line: MCF7. Drug 1: CC(CN1CC(=O)NC(=O)C1)N2CC(=O)NC(=O)C2. Synergy scores: CSS=10.6, Synergy_ZIP=-5.70, Synergy_Bliss=-5.51, Synergy_Loewe=-3.98, Synergy_HSA=-3.78. Drug 2: CC(C)(C#N)C1=CC(=CC(=C1)CN2C=NC=N2)C(C)(C)C#N.